This data is from Experimentally validated miRNA-target interactions with 360,000+ pairs, plus equal number of negative samples. The task is: Binary Classification. Given a miRNA mature sequence and a target amino acid sequence, predict their likelihood of interaction. (1) The miRNA is hsa-miR-8074 with sequence CUAUGGCGAGACUGGCAUGUACUC. The protein sequence of the target gene is MAGHLASDFAFSPPPGGGDGSAGLEPGWVDPRTWLSFQGPPGGPGIGPGSEVLGISPCPPAYEFCGGMAYCGPQVGLGLVPQVGVETLQPEGQAGARVESNSEGTSSEPCADRPNAVKLEKVEPTPEESQDMKALQKELEQFAKLLKQKRITLGYTQADVGLTLGVLFGKVFSQTTICRFEALQLSLKNMCKLRPLLEKWVEEADNNENLQEICKSETLVQARKRKRTSIENRVRWSLETMFLKCPKPSLQQITHIANQLGLEKDVVRVWFCNRRQKGKRSSIEYSQREEYEATGTPFPG.... Result: 0 (no interaction). (2) The miRNA is hsa-miR-5699-5p with sequence UGCCCCAACAAGGAAGGACAAG. The protein sequence of the target gene is MGPKTLPQLAGKWQVLCMLSLCCWGWVSGQLRYSVVEESEPGTLVGNVAQDLGLKMTDLLSRRLQLGSEENGRYFSLSLMSGALAVNQKIDRESLCGASTSCLLPVQVVTEHPLELIRVEVEILDLNDNSPSFATPEREMRISESAASGARFPLDSAQDPDVGTNTVSFYTLSPNSHFSLNVKTLKDGKPFPELVLEQQLDREAQARHQLVLTAVDGGTPARSGTTLISVIVLDINDNAPTFQSSVLRVGIPENAPIGTLLLRLNATDPDEGTNGQLDYSFGDHTSEAVRNLFGLDPSSG.... Result: 0 (no interaction). (3) The miRNA is hsa-miR-452-3p with sequence CUCAUCUGCAAAGAAGUAAGUG. The protein sequence of the target gene is MAFAVIRACSRVGRGGLYKRLGGPPRGTRRQRQRPRQGRQGASRSIAEQRSAAPRPPTGPPARYPSPAASARASEARRHPAADLDPPPGEPQAVASRGTPEPRPPPESPGAPPPPGSAPADGAMAAAKPGELMGICSSYQAVMPHFVCLTDEFPQPVRPAKLPKGKGRLRRPRQSRFKTQPVTFDEIQEVEEEGVSPMEEEKAKKSFLQSLECLRRSTQSLSLQREPLGQLQTEEQPGLQRLRLGPVRR. Result: 0 (no interaction).